From a dataset of Full USPTO retrosynthesis dataset with 1.9M reactions from patents (1976-2016). Predict the reactants needed to synthesize the given product. (1) Given the product [Br:29][C:30]1[CH:37]=[CH:36][C:33](/[CH:34]=[CH:3]/[C:2]([C@H:10]2[CH2:11][CH2:12][C@H:13]([O:16][CH:17]3[CH2:22][CH2:21][CH2:20][CH2:19][O:18]3)[CH2:14][CH2:15]2)=[O:1])=[CH:32][CH:31]=1, predict the reactants needed to synthesize it. The reactants are: [O:1]=[C:2]([CH:10]1[CH2:15][CH2:14][CH:13]([O:16][CH:17]2[CH2:22][CH2:21][CH2:20][CH2:19][O:18]2)[CH2:12][CH2:11]1)[CH2:3]P(=O)(OC)OC.C(=O)([O-])[O-].[K+].[K+].[Br:29][C:30]1[CH:37]=[CH:36][C:33]([CH:34]=O)=[CH:32][CH:31]=1. (2) Given the product [F:16][C:17]([F:30])([F:29])[S:18]([O:1][C:2]1[CH:9]=[CH:8][C:5]([C:6]#[N:7])=[CH:4][C:3]=1[C:10]1[CH:15]=[CH:14][N:13]=[CH:12][CH:11]=1)(=[O:20])=[O:19], predict the reactants needed to synthesize it. The reactants are: [OH:1][C:2]1[CH:9]=[CH:8][C:5]([C:6]#[N:7])=[CH:4][C:3]=1[C:10]1[CH:15]=[CH:14][N:13]=[CH:12][CH:11]=1.[F:16][C:17]([F:30])([F:29])[S:18](O[S:18]([C:17]([F:30])([F:29])[F:16])(=[O:20])=[O:19])(=[O:20])=[O:19]. (3) Given the product [CH2:32]([O:31][P:30]([C:35]([C:38]1[CH:43]=[CH:42][C:41]([CH2:44][N:9]([C:4]2[CH:5]=[CH:6][C:7]([Cl:8])=[C:2]([Cl:1])[CH:3]=2)[C:10]2[O:11][C:12]([C:15]3[CH:20]=[CH:19][CH:18]=[CH:17][CH:16]=3)=[CH:13][N:14]=2)=[CH:40][C:39]=1[Br:46])([F:37])[F:36])(=[O:34])[O:29][CH2:27][CH3:28])[CH3:33], predict the reactants needed to synthesize it. The reactants are: [Cl:1][C:2]1[CH:3]=[C:4]([NH:9][C:10]2[O:11][C:12]([C:15]3[CH:20]=[CH:19][CH:18]=[CH:17][CH:16]=3)=[CH:13][N:14]=2)[CH:5]=[CH:6][C:7]=1[Cl:8].C([O-])([O-])=O.[K+].[K+].[CH2:27]([O:29][P:30]([C:35]([C:38]1[CH:43]=[CH:42][C:41]([CH2:44]Br)=[CH:40][C:39]=1[Br:46])([F:37])[F:36])(=[O:34])[O:31][CH2:32][CH3:33])[CH3:28]. (4) Given the product [CH3:35][S:36]([CH2:2][C:3]1[CH:4]=[CH:5][C:6]2[N:10]=[CH:9][N:8]([C:11]3[S:15][C:14]([C:16]([O:18][CH3:19])=[O:17])=[C:13]([O:20][C@@H:21]([C:23]4[CH:28]=[CH:27][CH:26]=[CH:25][C:24]=4[C:29]([F:32])([F:31])[F:30])[CH3:22])[CH:12]=3)[C:7]=2[CH:33]=1)(=[O:38])=[O:37], predict the reactants needed to synthesize it. The reactants are: Cl[CH2:2][C:3]1[CH:4]=[CH:5][C:6]2[N:10]=[CH:9][N:8]([C:11]3[S:15][C:14]([C:16]([O:18][CH3:19])=[O:17])=[C:13]([O:20][C@@H:21]([C:23]4[CH:28]=[CH:27][CH:26]=[CH:25][C:24]=4[C:29]([F:32])([F:31])[F:30])[CH3:22])[CH:12]=3)[C:7]=2[CH:33]=1.[Na+].[CH3:35][S:36]([O-])(=[O:38])=[O:37]. (5) Given the product [CH3:24][C:21]1([CH3:25])[O:20][CH:19]([CH2:18][CH2:17][CH2:16][CH2:15][N:4]2[C:5](=[O:12])[C:6]3[N:7]([CH3:11])[CH:8]=[N:9][C:10]=3[N:2]([CH3:1])[C:3]2=[O:13])[CH2:23][O:22]1, predict the reactants needed to synthesize it. The reactants are: [CH3:1][N:2]1[C:10]2[N:9]=[CH:8][N:7]([CH3:11])[C:6]=2[C:5](=[O:12])[NH:4][C:3]1=[O:13].Cl[CH2:15][CH2:16][CH2:17][CH2:18][CH:19]1[CH2:23][O:22][C:21]([CH3:25])([CH3:24])[O:20]1.C([O-])([O-])=O.[K+].[K+]. (6) Given the product [CH3:18][O:19][C:20]1[N:21]=[CH:22][C:23]([C:2]2[CH:3]=[C:4]3[C:8](=[CH:9][CH:10]=2)[NH:7][C:6]([C:11]2[CH:12]=[N:13][CH:14]=[CH:15][C:16]=2[CH3:17])=[CH:5]3)=[C:24]([CH3:26])[CH:25]=1, predict the reactants needed to synthesize it. The reactants are: Br[C:2]1[CH:3]=[C:4]2[C:8](=[CH:9][CH:10]=1)[NH:7][C:6]([C:11]1[CH:12]=[N:13][CH:14]=[CH:15][C:16]=1[CH3:17])=[CH:5]2.[CH3:18][O:19][C:20]1[CH:25]=[C:24]([CH3:26])[C:23](B(O)O)=[CH:22][N:21]=1.C(=O)(O)[O-].[Na+].